From a dataset of Full USPTO retrosynthesis dataset with 1.9M reactions from patents (1976-2016). Predict the reactants needed to synthesize the given product. (1) Given the product [Cl:8][C:5]1[CH:4]=[C:3]2[C:2](=[CH:7][CH:6]=1)[NH:1][N:13]=[C:9]2[CH2:10][Cl:11], predict the reactants needed to synthesize it. The reactants are: [NH2:1][C:2]1[CH:7]=[CH:6][C:5]([Cl:8])=[CH:4][C:3]=1[C:9](=O)[CH2:10][Cl:11].[N:13]([O-])=O.[Na+].O.O.Cl[Sn]Cl. (2) Given the product [CH3:1][N:2]1[C:10]2[C:5](=[CH:6][C:7]([C:11]([F:12])([F:13])[F:14])=[CH:8][CH:9]=2)[C:4]([CH3:15])=[C:3]1[C:16]([NH:42][CH2:41][C:36]1[CH:35]=[C:34]([CH:39]=[C:38]([CH3:40])[CH:37]=1)[O:33][C:30]1[CH:31]=[CH:32][C:27]([O:26][C:23]([CH3:25])([CH3:24])[C:22]([OH:44])=[O:21])=[C:28]([CH3:43])[CH:29]=1)=[O:18], predict the reactants needed to synthesize it. The reactants are: [CH3:1][N:2]1[C:10]2[C:5](=[CH:6][C:7]([C:11]([F:14])([F:13])[F:12])=[CH:8][CH:9]=2)[C:4]([CH3:15])=[C:3]1[C:16]([OH:18])=O.C([O:21][C:22](=[O:44])[C:23]([O:26][C:27]1[CH:32]=[CH:31][C:30]([O:33][C:34]2[CH:39]=[C:38]([CH3:40])[CH:37]=[C:36]([CH2:41][NH2:42])[CH:35]=2)=[CH:29][C:28]=1[CH3:43])([CH3:25])[CH3:24])C. (3) The reactants are: [Br:1][C:2]1[N:7]=[C:6](/[CH:8]=[C:9](\[C:24]#[N:25])/[C:10]([NH:12][CH:13]([C:17]2[CH:22]=[CH:21][C:20]([OH:23])=[CH:19][CH:18]=2)[CH2:14][CH2:15][CH3:16])=[O:11])[CH:5]=[CH:4][CH:3]=1.Cl.CO.C[CH2:30][O:31][C:32](C)=O.CCCCCC. Given the product [Br:1][C:2]1[N:7]=[C:6](/[CH:8]=[C:9](\[C:24]#[N:25])/[C:10]([NH:12][CH:13]([C:17]2[CH:22]=[CH:21][C:20]([O:23][CH2:30][O:31][CH3:32])=[CH:19][CH:18]=2)[CH2:14][CH2:15][CH3:16])=[O:11])[CH:5]=[CH:4][CH:3]=1, predict the reactants needed to synthesize it. (4) Given the product [Br:1][C:2]1[C:3]([O:21][CH3:22])=[CH:4][C:5]2[N:11]=[C:10]3[NH:33][NH:27][C:25]([CH3:26])=[C:9]3[N:8]=[C:7]([C:13]3[CH:18]=[CH:17][CH:16]=[CH:15][C:14]=3[Cl:19])[C:6]=2[CH:20]=1, predict the reactants needed to synthesize it. The reactants are: [Br:1][C:2]1[C:3]([O:21][CH3:22])=[CH:4][C:5]2[NH:11][C:10](=S)[CH2:9][N:8]=[C:7]([C:13]3[CH:18]=[CH:17][CH:16]=[CH:15][C:14]=3[Cl:19])[C:6]=2[CH:20]=1.CO[C:25](OC)([N:27](C)C)[CH3:26].C[N:33](C)C=O. (5) Given the product [Cl:17][C:18]1[CH:19]=[C:20]([C:24]2[CH:25]=[CH:26][C:27]3[N:33]4[CH2:34][C@H:30]([CH2:31][CH2:32]4)[N:29]([C:8]([NH:7][C:2]4[CH:3]=[CH:4][CH:5]=[CH:6][N:1]=4)=[O:9])[C:28]=3[N:35]=2)[CH:21]=[CH:22][CH:23]=1, predict the reactants needed to synthesize it. The reactants are: [N:1]1[CH:6]=[CH:5][CH:4]=[CH:3][C:2]=1[NH:7][C:8](=O)[O:9]C1C=CC=CC=1.[Cl:17][C:18]1[CH:19]=[C:20]([C:24]2[CH:25]=[CH:26][C:27]3[N:33]4[CH2:34][C@H:30]([CH2:31][CH2:32]4)[NH:29][C:28]=3[N:35]=2)[CH:21]=[CH:22][CH:23]=1.